Predict the reaction yield, written as a fraction of the theoretical maximum amount of product (1.0 means a 100% yield; for example, 0.34 means a 34% yield). From a dataset of Reaction yield outcomes from USPTO patents with 853,638 reactions. The reactants are [Li]CCCC.Br[C:7]1[CH:12]=[CH:11][N:10]=[C:9]([CH3:13])[CH:8]=1.[Br:14][C:15]1[CH:20]=[CH:19][C:18]([CH:21]([C:29]2[CH:34]=[CH:33][CH:32]=[CH:31][C:30]=2[CH3:35])[CH2:22][C:23](N(OC)C)=[O:24])=[CH:17][CH:16]=1.[NH4+].[Cl-]. The catalyst is C1COCC1. The product is [Br:14][C:15]1[CH:16]=[CH:17][C:18]([CH:21]([C:29]2[CH:34]=[CH:33][CH:32]=[CH:31][C:30]=2[CH3:35])[CH2:22][C:23]([C:7]2[CH:12]=[CH:11][N:10]=[C:9]([CH3:13])[CH:8]=2)=[O:24])=[CH:19][CH:20]=1. The yield is 0.550.